From a dataset of Reaction yield outcomes from USPTO patents with 853,638 reactions. Predict the reaction yield, written as a fraction of the theoretical maximum amount of product (1.0 means a 100% yield; for example, 0.34 means a 34% yield). (1) The reactants are [C:1]([O:5][C:6]([N:8]1[CH2:13][CH2:12][CH:11]([CH:14]([OH:25])[C:15]2[CH:20]=[CH:19][C:18]([C:21]([F:24])([F:23])[F:22])=[CH:17][CH:16]=2)[CH2:10][CH2:9]1)=[O:7])([CH3:4])([CH3:3])[CH3:2].C1C=C[NH+]=CC=1.[O-][Cr](Cl)(=O)=O. The catalyst is C(Cl)Cl. The product is [C:1]([O:5][C:6]([N:8]1[CH2:9][CH2:10][CH:11]([C:14](=[O:25])[C:15]2[CH:20]=[CH:19][C:18]([C:21]([F:22])([F:23])[F:24])=[CH:17][CH:16]=2)[CH2:12][CH2:13]1)=[O:7])([CH3:4])([CH3:2])[CH3:3]. The yield is 0.750. (2) The reactants are [F:1][C:2]1[CH:3]=[C:4](/[CH:22]=[CH:23]/[C:24]([NH:26][O:27]C2CCCCO2)=[O:25])[CH:5]=[N:6][C:7]=1[NH:8][C@@H:9]1[CH2:13][CH2:12][N:11]([CH2:14][C:15]#[C:16][CH2:17][CH2:18][CH2:19][CH2:20][CH3:21])[CH2:10]1.O.[CH3:35][C:36]1[CH:41]=[CH:40][C:39]([S:42]([OH:45])(=[O:44])=[O:43])=[CH:38][CH:37]=1. The catalyst is CO. The product is [CH3:35][C:36]1[CH:37]=[CH:38][C:39]([S:42]([OH:45])(=[O:44])=[O:43])=[CH:40][CH:41]=1.[CH3:35][C:36]1[CH:37]=[CH:38][C:39]([S:42]([OH:45])(=[O:44])=[O:43])=[CH:40][CH:41]=1.[F:1][C:2]1[CH:3]=[C:4](/[CH:22]=[CH:23]/[C:24]([NH:26][OH:27])=[O:25])[CH:5]=[N:6][C:7]=1[NH:8][C@@H:9]1[CH2:13][CH2:12][N:11]([CH2:14][C:15]#[C:16][CH2:17][CH2:18][CH2:19][CH2:20][CH3:21])[CH2:10]1. The yield is 0.730. (3) The reactants are [F:1][C:2]([F:13])([F:12])[C:3]1[CH:11]=[CH:10][C:6]([C:7]([OH:9])=[O:8])=[CH:5][CH:4]=1.[CH3:14][C:15]([CH3:19])([CH3:18])[CH2:16]O.S(=O)(=O)(O)O.C(=O)([O-])[O-].[Na+].[Na+]. The catalyst is C1(C)C=CC=CC=1. The product is [F:1][C:2]([F:12])([F:13])[C:3]1[CH:11]=[CH:10][C:6]([C:7]([O:9][CH2:14][C:15]([CH3:19])([CH3:18])[CH3:16])=[O:8])=[CH:5][CH:4]=1. The yield is 0.990. (4) The reactants are [CH3:1][CH2:2][CH2:3][CH2:4][NH:5][C:6]1[CH:7]=[C:8]([C:23](O)=[O:24])[CH:9]=[C:10]([S:19]([NH2:22])(=[O:21])=[O:20])[C:11]=1[O:12]C1C=CC=CC=1.C(N=C=NCCCN(C)C)C.ON1[C:42]2[CH:43]=[CH:44][CH:45]=[CH:46][C:41]=2N=N1.[CH2:47]([NH:54][CH2:55][C:56]1[CH:61]=[CH:60][CH:59]=[CH:58][CH:57]=1)[C:48]1[CH:53]=[CH:52][CH:51]=[CH:50][CH:49]=1.[Cl-].[NH4+]. The catalyst is CN(C)C=O. The product is [CH2:55]([N:54]([CH2:47][C:48]1[CH:53]=[CH:52][CH:51]=[CH:50][CH:49]=1)[C:23](=[O:24])[C:8]1[CH:7]=[C:6]([NH:5][CH2:4][CH2:3][CH2:2][CH3:1])[C:11]([O:12][C:41]2[CH:46]=[CH:45][CH:44]=[CH:43][CH:42]=2)=[C:10]([S:19]([NH2:22])(=[O:20])=[O:21])[CH:9]=1)[C:56]1[CH:61]=[CH:60][CH:59]=[CH:58][CH:57]=1. The yield is 0.750. (5) The reactants are Br[C:2]1[C:3]([O:9][CH3:10])=[N:4][CH:5]=[C:6]([F:8])[CH:7]=1.[C:11]([C:14]1[CH:19]=[CH:18][C:17](B(O)O)=[CH:16][CH:15]=1)(=[O:13])[CH3:12].C(=O)([O-])[O-].[Na+].[Na+]. The catalyst is C1C=CC([P]([Pd]([P](C2C=CC=CC=2)(C2C=CC=CC=2)C2C=CC=CC=2)([P](C2C=CC=CC=2)(C2C=CC=CC=2)C2C=CC=CC=2)[P](C2C=CC=CC=2)(C2C=CC=CC=2)C2C=CC=CC=2)(C2C=CC=CC=2)C2C=CC=CC=2)=CC=1.COCCOC. The product is [F:8][C:6]1[CH:7]=[C:2]([C:17]2[CH:18]=[CH:19][C:14]([C:11](=[O:13])[CH3:12])=[CH:15][CH:16]=2)[C:3]([O:9][CH3:10])=[N:4][CH:5]=1. The yield is 0.820.